Dataset: Reaction yield outcomes from USPTO patents with 853,638 reactions. Task: Predict the reaction yield, written as a fraction of the theoretical maximum amount of product (1.0 means a 100% yield; for example, 0.34 means a 34% yield). (1) The reactants are [NH2:1][C:2]1[CH:3]=[C:4]([C:8]2[C:12]([Br:13])=[CH:11][N:10]([CH3:14])[N:9]=2)[CH:5]=[CH:6][CH:7]=1.[N+:15]([C:18]1[CH:23]=[CH:22][C:21]([CH2:24][C:25](O)=[O:26])=[CH:20][CH:19]=1)([O-:17])=[O:16].O.ON1C2C=CC=CC=2N=N1.F[P-](F)(F)(F)(F)F.N1(OC(N(C)C)=[N+](C)C)C2C=CC=CC=2N=N1.C(N(CC)C(C)C)(C)C. The catalyst is C(Cl)(Cl)Cl.[Cl-].[Na+].O. The product is [Br:13][C:12]1[C:8]([C:4]2[CH:3]=[C:2]([NH:1][C:25](=[O:26])[CH2:24][C:21]3[CH:20]=[CH:19][C:18]([N+:15]([O-:17])=[O:16])=[CH:23][CH:22]=3)[CH:7]=[CH:6][CH:5]=2)=[N:9][N:10]([CH3:14])[CH:11]=1. The yield is 0.180. (2) The reactants are Cl[C:2]1[CH:7]=[CH:6][C:5]([O:8][CH3:9])=[CH:4][C:3]=1[N+:10]([O-:12])=[O:11].[CH3:13][C:14]1(C)[C:18](C)(C)OB(C(C)=C)O1.C(=O)([O-])[O-].[Na+].[Na+].O1CCOCC1.O. The catalyst is O.Cl[Pd](Cl)([P](C1C=CC=CC=1)(C1C=CC=CC=1)C1C=CC=CC=1)[P](C1C=CC=CC=1)(C1C=CC=CC=1)C1C=CC=CC=1. The product is [CH3:9][O:8][C:5]1[CH:6]=[CH:7][C:2]([C:14]([CH3:18])=[CH2:13])=[C:3]([N+:10]([O-:12])=[O:11])[CH:4]=1. The yield is 0.530.